This data is from Forward reaction prediction with 1.9M reactions from USPTO patents (1976-2016). The task is: Predict the product of the given reaction. The product is: [C:3]([O:7][C:8](=[O:32])[NH:9][C:10]1[CH:11]=[N:12][C:13]([CH:16]2[N:29]([CH3:33])[C:28]3[C:27]4[C:22](=[CH:23][CH:24]=[C:25]([O:30][CH3:31])[N:26]=4)[N:21]=[CH:20][C:19]=3[O:18][CH2:17]2)=[CH:14][CH:15]=1)([CH3:6])([CH3:5])[CH3:4]. Given the reactants CI.[C:3]([O:7][C:8](=[O:32])[NH:9][C:10]1[CH:11]=[N:12][C:13]([CH:16]2[NH:29][C:28]3[C:27]4[C:22](=[CH:23][CH:24]=[C:25]([O:30][CH3:31])[N:26]=4)[N:21]=[CH:20][C:19]=3[O:18][CH2:17]2)=[CH:14][CH:15]=1)([CH3:6])([CH3:5])[CH3:4].[C:33](=O)([O-])[O-].[Cs+].[Cs+], predict the reaction product.